Dataset: Full USPTO retrosynthesis dataset with 1.9M reactions from patents (1976-2016). Task: Predict the reactants needed to synthesize the given product. (1) The reactants are: [C:1]([C:5]1[N:10]=[C:9]([NH:11][CH2:12][C:13]2[O:14][CH:15]=[CH:16][CH:17]=2)[C:8]([C:18]([N:20]([CH2:38][CH:39]([CH3:41])[CH3:40])[C@@H:21]2[CH2:26][N:25]([C:27]([O:29][C:30]([CH3:33])([CH3:32])[CH3:31])=[O:28])[CH2:24][C@H:23]([C:34]([O:36]C)=[O:35])[CH2:22]2)=[O:19])=[CH:7][N:6]=1)([CH3:4])([CH3:3])[CH3:2]. Given the product [C:30]([O:29][C:27]([N:25]1[CH2:26][C@@H:21]([N:20]([C:18]([C:8]2[C:9]([NH:11][CH2:12][C:13]3[O:14][CH:15]=[CH:16][CH:17]=3)=[N:10][C:5]([C:1]([CH3:4])([CH3:2])[CH3:3])=[N:6][CH:7]=2)=[O:19])[CH2:38][CH:39]([CH3:41])[CH3:40])[CH2:22][C@@H:23]([C:34]([OH:36])=[O:35])[CH2:24]1)=[O:28])([CH3:32])([CH3:33])[CH3:31], predict the reactants needed to synthesize it. (2) Given the product [CH3:1][C:2]1[C:3]([CH2:23][CH2:24][CH3:25])=[C:4]([CH:20]=[CH:21][CH:22]=1)[C:5]([NH:7][C:8]1([C:17]([OH:19])=[O:18])[CH2:16][C:15]2[C:10](=[CH:11][CH:12]=[CH:13][CH:14]=2)[CH2:9]1)=[O:6], predict the reactants needed to synthesize it. The reactants are: [CH3:1][C:2]1[C:3]([CH:23]=[CH:24][CH3:25])=[C:4]([CH:20]=[CH:21][CH:22]=1)[C:5]([NH:7][C:8]1([C:17]([OH:19])=[O:18])[CH2:16][C:15]2[C:10](=[CH:11][CH:12]=[CH:13][CH:14]=2)[CH2:9]1)=[O:6]. (3) Given the product [NH2:1][C:2]1[N:7]=[CH:6][C:5]([C:23]2[CH:24]=[C:19]([CH:20]=[CH:21][CH:22]=2)[C:15]([O:17][CH3:18])=[O:16])=[N:4][C:3]=1[C:38]([NH:14][CH:12]1[CH2:10][CH2:11]1)=[O:39], predict the reactants needed to synthesize it. The reactants are: [NH2:1][C:2]1[CH:3]=[N:4][C:5](Br)=[CH:6][N:7]=1.C1[CH2:11][CH:10]1[C:12]([NH2:14])=O.[C:15]([C:19]1[CH:20]=[C:21](B(O)O)[CH:22]=[CH:23][CH:24]=1)([O:17][CH3:18])=[O:16].C(N(CC)CC)C.CN([CH:38]=[O:39])C. (4) Given the product [CH3:8][C:9]1[CH:29]=[C:28]([C:30]2[C:34]([CH:35]=[O:36])=[C:33]([O:1][CH2:2][CH3:3])[N:32]([CH3:38])[N:31]=2)[CH:27]=[CH:26][C:10]=1[O:11][CH2:12][C:13]1[CH:18]=[CH:17][CH:16]=[CH:15][C:14]=1[N:19]1[C:23](=[O:24])[N:22]([CH3:25])[N:21]=[N:20]1, predict the reactants needed to synthesize it. The reactants are: [O-:1][CH2:2][CH3:3].[Na+].C(O)C.[CH3:8][C:9]1[CH:29]=[C:28]([C:30]2[C:34]([CH:35]=[O:36])=[C:33](Cl)[N:32]([CH3:38])[N:31]=2)[CH:27]=[CH:26][C:10]=1[O:11][CH2:12][C:13]1[CH:18]=[CH:17][CH:16]=[CH:15][C:14]=1[N:19]1[C:23](=[O:24])[N:22]([CH3:25])[N:21]=[N:20]1.O1CCCC1. (5) Given the product [Cl:1][C:2]1[CH:7]=[CH:6][N:5]=[C:4]2[CH:8]=[C:9]([C:11]([N:19]([CH2:18][CH2:17][CH2:16][N:15]([CH3:21])[CH3:14])[CH3:20])=[O:13])[S:10][C:3]=12, predict the reactants needed to synthesize it. The reactants are: [Cl:1][C:2]1[CH:7]=[CH:6][N:5]=[C:4]2[CH:8]=[C:9]([C:11]([OH:13])=O)[S:10][C:3]=12.[CH3:14][N:15]([CH3:21])[CH2:16][CH2:17][CH2:18][NH:19][CH3:20].CCN(CC)CC. (6) Given the product [Cl:18][CH2:14][C:4]1[CH:3]=[C:2]([CH3:1])[C:7]([O:8][CH2:9][C:10]([F:13])([F:12])[F:11])=[N:6][CH:5]=1, predict the reactants needed to synthesize it. The reactants are: [CH3:1][C:2]1[CH:3]=[C:4]([CH2:14]O)[CH:5]=[N:6][C:7]=1[O:8][CH2:9][C:10]([F:13])([F:12])[F:11].S(Cl)([Cl:18])=O. (7) Given the product [CH3:17][O:18][C:19]([C:21]1[CH:22]=[C:23]2[C:27](=[CH:28][CH:29]=1)[N:26]([CH2:11][C:9]1[CH:10]=[C:2]([Cl:1])[CH:3]=[C:4]3[C:8]=1[N:7]([CH2:13][CH:14]([CH3:16])[CH3:15])[N:6]=[CH:5]3)[N:25]=[CH:24]2)=[O:20], predict the reactants needed to synthesize it. The reactants are: [Cl:1][C:2]1[CH:3]=[C:4]2[C:8](=[C:9]([CH2:11]O)[CH:10]=1)[N:7]([CH2:13][CH:14]([CH3:16])[CH3:15])[N:6]=[CH:5]2.[CH3:17][O:18][C:19]([C:21]1[CH:22]=[C:23]2[C:27](=[CH:28][CH:29]=1)[NH:26][N:25]=[CH:24]2)=[O:20].